This data is from NCI-60 drug combinations with 297,098 pairs across 59 cell lines. The task is: Regression. Given two drug SMILES strings and cell line genomic features, predict the synergy score measuring deviation from expected non-interaction effect. (1) Drug 1: C1=NC2=C(N1)C(=S)N=C(N2)N. Drug 2: CN(C(=O)NC(C=O)C(C(C(CO)O)O)O)N=O. Cell line: OVCAR-8. Synergy scores: CSS=20.7, Synergy_ZIP=-1.14, Synergy_Bliss=-1.78, Synergy_Loewe=-38.2, Synergy_HSA=-1.96. (2) Synergy scores: CSS=0.0250, Synergy_ZIP=1.23, Synergy_Bliss=0.908, Synergy_Loewe=-1.06, Synergy_HSA=-0.791. Drug 2: CCCCCOC(=O)NC1=NC(=O)N(C=C1F)C2C(C(C(O2)C)O)O. Drug 1: CC(C)(C#N)C1=CC(=CC(=C1)CN2C=NC=N2)C(C)(C)C#N. Cell line: EKVX.